From a dataset of Catalyst prediction with 721,799 reactions and 888 catalyst types from USPTO. Predict which catalyst facilitates the given reaction. (1) Reactant: C1(COC([NH:11][CH2:12][CH2:13][C:14]2[C:23]3[C:18](=[C:19]([CH2:24][CH2:25][NH:26]C(OCC4C=CC=CC=4)=O)[CH:20]=[CH:21][CH:22]=3)[CH:17]=[CH:16][CH:15]=2)=O)C=CC=CC=1. Product: [NH2:11][CH2:12][CH2:13][C:14]1[CH:15]=[CH:16][CH:17]=[C:18]2[C:23]=1[CH:22]=[CH:21][CH:20]=[C:19]2[CH2:24][CH2:25][NH2:26]. The catalyst class is: 45. (2) Reactant: Br[C:2]1[CH:7]=[CH:6][C:5]([NH:8][C:9]2[O:10][C:11]3[CH:17]=[CH:16][C:15]([O:18][C:19]([F:22])([F:21])[F:20])=[CH:14][C:12]=3[N:13]=2)=[CH:4][CH:3]=1.[B:23]1([B:23]2[O:27][C:26]([CH3:29])([CH3:28])[C:25]([CH3:31])([CH3:30])[O:24]2)[O:27][C:26]([CH3:29])([CH3:28])[C:25]([CH3:31])([CH3:30])[O:24]1.ClCCl.C([O-])(=O)C.[K+]. Product: [CH3:30][C:25]1([CH3:31])[C:26]([CH3:29])([CH3:28])[O:27][B:23]([C:2]2[CH:7]=[CH:6][C:5]([NH:8][C:9]3[O:10][C:11]4[CH:17]=[CH:16][C:15]([O:18][C:19]([F:22])([F:21])[F:20])=[CH:14][C:12]=4[N:13]=3)=[CH:4][CH:3]=2)[O:24]1. The catalyst class is: 9. (3) Reactant: [C:1]1([CH2:7][O:8][C:9]2[CH:10]=[C:11]3[C:15](=[CH:16][CH:17]=2)[NH:14][C:13]([C:18]([O:20][CH2:21][CH3:22])=[O:19])=[CH:12]3)[CH:6]=[CH:5][CH:4]=[CH:3][CH:2]=1.[O:23](C(OC(C)(C)C)=O)[C:24]([O:26][C:27]([CH3:30])([CH3:29])[CH3:28])=O. Product: [C:1]1([CH2:7][O:8][C:9]2[CH:10]=[C:11]3[C:15](=[CH:16][CH:17]=2)[N:14]([C:24]([O:26][C:27]([CH3:30])([CH3:29])[CH3:28])=[O:23])[C:13]([C:18]([O:20][CH2:21][CH3:22])=[O:19])=[CH:12]3)[CH:6]=[CH:5][CH:4]=[CH:3][CH:2]=1. The catalyst class is: 230. (4) Reactant: [NH2:1][CH2:2][CH:3]1[CH2:8][CH2:7][N:6](CC2C=CC=CC=2)[CH2:5][CH2:4]1.[C:16]([O:20][C:21](O[C:21]([O:20][C:16]([CH3:19])([CH3:18])[CH3:17])=[O:22])=[O:22])([CH3:19])([CH3:18])[CH3:17].C(=O)([O-])[O-].[K+].[K+]. Product: [C:16]([O:20][C:21](=[O:22])[NH:1][CH2:2][CH:3]1[CH2:4][CH2:5][NH:6][CH2:7][CH2:8]1)([CH3:19])([CH3:18])[CH3:17]. The catalyst class is: 38. (5) Reactant: [Br:1][C:2]1[CH:3]=[CH:4][CH:5]=[C:6]2[C:11]=1[N:10]=[C:9]([Cl:12])[N:8]=[C:7]2N.N(OCCC(C)C)=O. The catalyst class is: 1. Product: [Br:1][C:2]1[CH:3]=[CH:4][CH:5]=[C:6]2[C:11]=1[N:10]=[C:9]([Cl:12])[N:8]=[CH:7]2. (6) Reactant: [OH:1][C:2]1[NH:7][C:6]([C:8]2[CH:13]=[CH:12][CH:11]=[CH:10][CH:9]=2)=[N:5][C:4](=[O:14])[CH:3]=1.[H-].[Na+].Cl.[C:18]([NH2:26])(=N)C1C=CC=CC=1.C(OCC)(=O)[CH2:28][C:29]([O:31]CC)=[O:30].Cl.[OH2:39]. Product: [OH:14][C:4]1[N:5]=[C:6]([C:8]2[CH:13]=[CH:12][CH:11]=[CH:10][CH:9]=2)[NH:7][C:2](=[O:1])[C:3]=1[C:18]([NH:26][CH2:28][C:29]([OH:31])=[O:30])=[O:39]. The catalyst class is: 141. (7) Reactant: [C:1]([C:3]1[CH:8]=[CH:7][C:6](B(O)O)=[CH:5][CH:4]=1)#[N:2].Br[C:13]1[CH:18]=[CH:17][CH:16]=[CH:15][N:14]=1.C(=O)([O-])[O-].[Na+].[Na+]. Product: [N:14]1[CH:15]=[CH:16][CH:17]=[CH:18][C:13]=1[C:6]1[CH:7]=[CH:8][C:3]([C:1]#[N:2])=[CH:4][CH:5]=1. The catalyst class is: 790.